From a dataset of Forward reaction prediction with 1.9M reactions from USPTO patents (1976-2016). Predict the product of the given reaction. (1) Given the reactants C(O[C@@H](C1C(C)=CC2N=C(C3C=C4C(C(C)=NN4C)=CC=3)SC=2C=1C1C=CC(Cl)=CC=1)C(O)=O)(C)(C)C.[C:38]([O:42][C@@H:43]([C:49]1[C:67]([CH3:68])=[CH:66][C:52]2[N:53]=[C:54]([C:56]3[CH:61]=[CH:60][N:59]4[N:62]=[N:63][C:64]([CH3:65])=[C:58]4[CH:57]=3)[S:55][C:51]=2[C:50]=1[C:69]1[CH:74]=[CH:73][C:72]([Cl:75])=[CH:71][CH:70]=1)[C:44]([O:46]CC)=[O:45])([CH3:41])([CH3:40])[CH3:39], predict the reaction product. The product is: [C:38]([O:42][C@@H:43]([C:49]1[C:67]([CH3:68])=[CH:66][C:52]2[N:53]=[C:54]([C:56]3[CH:61]=[CH:60][N:59]4[N:62]=[N:63][C:64]([CH3:65])=[C:58]4[CH:57]=3)[S:55][C:51]=2[C:50]=1[C:69]1[CH:74]=[CH:73][C:72]([Cl:75])=[CH:71][CH:70]=1)[C:44]([OH:46])=[O:45])([CH3:41])([CH3:39])[CH3:40]. (2) Given the reactants [C:1]([NH:9][C:10]1[CH:15]=[CH:14][C:13]([CH2:16][CH2:17][C:18]([OH:20])=O)=[CH:12][CH:11]=1)(=[O:8])[C:2]1[CH:7]=[CH:6][CH:5]=[CH:4][CH:3]=1.C(N1C=CN=C1)(N1C=CN=C1)=O.Cl.[NH2:34][OH:35].C(N)C, predict the reaction product. The product is: [OH:35][NH:34][C:18]([CH2:17][CH2:16][C:13]1[CH:14]=[CH:15][C:10]([NH:9][C:1](=[O:8])[C:2]2[CH:7]=[CH:6][CH:5]=[CH:4][CH:3]=2)=[CH:11][CH:12]=1)=[O:20]. (3) Given the reactants [OH:1][CH2:2][CH2:3][N:4]([C:6]1[CH:7]=[CH:8][C:9]2[N:13]=[C:12]([C:14]3[CH:15]=[C:16]([CH3:26])[C:17]4[N:21]=[C:20]([CH2:22][CH2:23][CH3:24])[NH:19][C:18]=4[CH:25]=3)[N:11]([CH3:27])[C:10]=2[CH:28]=1)[CH3:5].[H-].[Na+].[C:31]([O:35][C:36]([C:38]1[C:39]([C:44]2[CH:49]=[CH:48][C:47]([CH2:50]Br)=[CH:46][CH:45]=2)=[CH:40][CH:41]=[CH:42][CH:43]=1)=[O:37])([CH3:34])([CH3:33])[CH3:32].C(=O)([O-])[O-].[K+].[K+], predict the reaction product. The product is: [C:31]([O:35][C:36]([C:38]1[C:39]([C:44]2[CH:49]=[CH:48][C:47]([CH2:50][N:19]3[C:18]4[CH:25]=[C:14]([C:12]5[N:11]([CH3:27])[C:10]6[CH:28]=[C:6]([N:4]([CH2:3][CH2:2][OH:1])[CH3:5])[CH:7]=[CH:8][C:9]=6[N:13]=5)[CH:15]=[C:16]([CH3:26])[C:17]=4[N:21]=[C:20]3[CH2:22][CH2:23][CH3:24])=[CH:46][CH:45]=2)=[CH:40][CH:41]=[CH:42][CH:43]=1)=[O:37])([CH3:34])([CH3:33])[CH3:32].